From a dataset of Catalyst prediction with 721,799 reactions and 888 catalyst types from USPTO. Predict which catalyst facilitates the given reaction. (1) Reactant: [C:1]([O:5][C:6]([N:8]1[C:16]2[C:11](=[C:12]([CH2:26][CH2:27][C:28]([OH:31])([CH3:30])[CH3:29])[CH:13]=[C:14]([CH2:17][N:18]([CH3:25])[CH:19]([CH3:24])[C:20]([CH3:23])([CH3:22])[CH3:21])[CH:15]=2)[CH:10]=[C:9]1[C:32]1[C:33]2[S:46][C:45]([CH:47]=[O:48])=[CH:44][C:34]=2[N:35]([C:37]([O:39][C:40]([CH3:43])([CH3:42])[CH3:41])=[O:38])[N:36]=1)=[O:7])([CH3:4])([CH3:3])[CH3:2].S([CH2:59][N+:60]#[C-:61])(C1C=CC(C)=CC=1)(=O)=O.C(=O)([O-])[O-].[K+].[K+]. Product: [C:1]([O:5][C:6]([N:8]1[C:16]2[C:11](=[C:12]([CH2:26][CH2:27][C:28]([OH:31])([CH3:29])[CH3:30])[CH:13]=[C:14]([CH2:17][N:18]([CH3:25])[CH:19]([CH3:24])[C:20]([CH3:21])([CH3:22])[CH3:23])[CH:15]=2)[CH:10]=[C:9]1[C:32]1[C:33]2[S:46][C:45]([C:47]3[O:48][CH:61]=[N:60][CH:59]=3)=[CH:44][C:34]=2[N:35]([C:37]([O:39][C:40]([CH3:43])([CH3:42])[CH3:41])=[O:38])[N:36]=1)=[O:7])([CH3:2])([CH3:3])[CH3:4]. The catalyst class is: 5. (2) Reactant: [F:1][C:2]([F:24])([F:23])[O:3][C:4]1[CH:5]=[C:6]([CH:10]([C:12]2[CH:17]=[CH:16][CH:15]=[C:14]([O:18][C:19]([F:22])([F:21])[F:20])[CH:13]=2)[NH2:11])[CH:7]=[CH:8][CH:9]=1.[N:25]([C:28]1[CH:33]=[CH:32][CH:31]=[C:30]([C:34]([F:37])([F:36])[F:35])[CH:29]=1)=[C:26]=[S:27]. Product: [C:6]1([CH2:10][C:10]([NH:11][C:26]([NH:25][C:28]2[CH:33]=[CH:32][CH:31]=[C:30]([C:34]([F:35])([F:37])[F:36])[CH:29]=2)=[S:27])([C:12]2[CH:17]=[CH:16][CH:15]=[C:14]([O:18][C:19]([F:22])([F:20])[F:21])[CH:13]=2)[C:6]2[CH:7]=[CH:8][CH:9]=[C:4]([O:3][C:2]([F:23])([F:24])[F:1])[CH:5]=2)[CH:7]=[CH:8][CH:9]=[CH:4][CH:5]=1. The catalyst class is: 2. (3) Reactant: [Cl:1][C:2]1[CH:7]=[C:6]([C:8]2[N:9]=[N:10][C:11]([O:20][CH2:21][CH2:22][C:23]3[CH:28]=[CH:27][C:26]([Cl:29])=[CH:25][CH:24]=3)=[C:12]([N:14]3[CH2:19][CH2:18][NH:17][CH2:16][CH2:15]3)[CH:13]=2)[CH:5]=[C:4]([Cl:30])[C:3]=1[OH:31].[CH3:32][N:33]([CH3:46])[CH2:34][CH2:35][CH2:36][O:37][C:38]1[CH:45]=[CH:44][C:41]([CH:42]=O)=[CH:40][CH:39]=1. Product: [Cl:1][C:2]1[CH:7]=[C:6]([C:8]2[N:9]=[N:10][C:11]([O:20][CH2:21][CH2:22][C:23]3[CH:28]=[CH:27][C:26]([Cl:29])=[CH:25][CH:24]=3)=[C:12]([N:14]3[CH2:19][CH2:18][N:17]([CH2:42][C:41]4[CH:40]=[CH:39][C:38]([O:37][CH2:36][CH2:35][CH2:34][N:33]([CH3:46])[CH3:32])=[CH:45][CH:44]=4)[CH2:16][CH2:15]3)[CH:13]=2)[CH:5]=[C:4]([Cl:30])[C:3]=1[OH:31]. The catalyst class is: 411. (4) Reactant: [F:1][C:2]1[C:8]([O:9][CH3:10])=[CH:7][C:6]([O:11][CH3:12])=[C:5]([F:13])[C:3]=1N.N([O-])=O.[Na+].[I-:18].[K+]. Product: [F:1][C:2]1[C:3]([I:18])=[C:5]([F:13])[C:6]([O:11][CH3:12])=[CH:7][C:8]=1[O:9][CH3:10]. The catalyst class is: 126. (5) Reactant: [C:1]([C:3]1[CH:11]=[CH:10][CH:9]=[C:8]2[C:4]=1[CH:5]=[CH:6][NH:7]2)#[N:2].C(N(C(C)C)CC)(C)C.[C:21]1([CH3:31])[CH:26]=[CH:25][C:24]([S:27](Cl)(=[O:29])=[O:28])=[CH:23][CH:22]=1. Product: [S:27]([N:7]1[C:8]2[CH:9]=[CH:10][CH:11]=[C:3]([C:1]#[N:2])[C:4]=2[CH:5]=[CH:6]1)([C:24]1[CH:25]=[CH:26][C:21]([CH3:31])=[CH:22][CH:23]=1)(=[O:29])=[O:28]. The catalyst class is: 10. (6) Reactant: [CH2:1]([O:8][C:9]1[CH:10]=[CH:11][C:12](Br)=[N:13][CH:14]=1)[C:2]1[CH:7]=[CH:6][CH:5]=[CH:4][CH:3]=1.[CH:16]1C=CC(P(C2C(C3C(P(C4C=CC=CC=4)C4C=CC=CC=4)=CC=C4C=3C=CC=C4)=C3C(C=CC=C3)=CC=2)C2C=CC=CC=2)=CC=1.[CH3:62][N:63]1[CH:67]=[CH:66][C:65]([NH2:68])=[N:64]1.C1(C)C=CC=CC=1. Product: [CH2:1]([O:8][C:9]1[CH:10]=[CH:11][C:12]([NH:68][C:65]2[CH:66]=[CH:67][N:63]([CH2:62][CH3:16])[N:64]=2)=[N:13][CH:14]=1)[C:2]1[CH:7]=[CH:6][CH:5]=[CH:4][CH:3]=1. The catalyst class is: 13. (7) Reactant: [Cl:1][C:2]1[N:3]=[C:4]([Cl:18])[C:5]2[CH2:10][CH2:9][CH:8]([C:11]3[CH:16]=[CH:15][C:14]([F:17])=[CH:13][CH:12]=3)[C:6]=2[N:7]=1.[CH3:19][Si]([N-][Si](C)(C)C)(C)C.[K+].N[C@H](C(O)=O)CCSC.CCOC(C)=O. Product: [Cl:1][C:2]1[N:3]=[C:4]([Cl:18])[C:5]2[CH2:10][CH2:9][C:8]([C:11]3[CH:16]=[CH:15][C:14]([F:17])=[CH:13][CH:12]=3)([CH3:19])[C:6]=2[N:7]=1. The catalyst class is: 57. (8) Reactant: Cl.[CH3:2][C:3]1[CH:8]=[CH:7][CH:6]=[CH:5][C:4]=1[N:9]1[C:14](=[O:15])[CH:13]=[CH:12][C:11]([C:16]2[C:17]([C:25]3[CH:30]=[CH:29][CH:28]=[CH:27][CH:26]=3)=[N:18][N:19]3[CH2:24][CH2:23][NH:22][CH2:21][C:20]=23)=[N:10]1.[CH3:31][C:32]([CH3:34])=O.[BH-](OC(C)=O)(OC(C)=O)OC(C)=O.[Na+]. Product: [CH:32]([N:22]1[CH2:23][CH2:24][N:19]2[N:18]=[C:17]([C:25]3[CH:30]=[CH:29][CH:28]=[CH:27][CH:26]=3)[C:16]([C:11]3[CH:12]=[CH:13][C:14](=[O:15])[N:9]([C:4]4[CH:5]=[CH:6][CH:7]=[CH:8][C:3]=4[CH3:2])[N:10]=3)=[C:20]2[CH2:21]1)([CH3:34])[CH3:31]. The catalyst class is: 2. (9) Reactant: [NH2:1][CH2:2][CH2:3][CH2:4][C@H:5]([NH:9][C:10]([C:12]1[C:13](=[O:26])[N:14]([CH2:18][C:19]2[CH:24]=[CH:23][CH:22]=[C:21]([I:25])[CH:20]=2)[CH:15]=[CH:16][CH:17]=1)=[O:11])[C:6]([OH:8])=[O:7].[C:27]([OH:33])([C:29]([F:32])([F:31])[F:30])=[O:28].C(O)C.Cl.[C:38](=[NH:43])(OCC)[CH3:39]. Product: [C:38]([NH:1][CH2:2][CH2:3][CH2:4][C@H:5]([NH:9][C:10]([C:12]1[C:13](=[O:26])[N:14]([CH2:18][C:19]2[CH:24]=[CH:23][CH:22]=[C:21]([I:25])[CH:20]=2)[CH:15]=[CH:16][CH:17]=1)=[O:11])[C:6]([OH:8])=[O:7])(=[NH:43])[CH3:39].[C:27]([OH:33])([C:29]([F:32])([F:31])[F:30])=[O:28]. The catalyst class is: 424.